Dataset: Reaction yield outcomes from USPTO patents with 853,638 reactions. Task: Predict the reaction yield, written as a fraction of the theoretical maximum amount of product (1.0 means a 100% yield; for example, 0.34 means a 34% yield). (1) The reactants are [CH3:1][O:2][C:3](=[O:47])[CH2:4][S:5][CH2:6][CH2:7][CH2:8][S:9][C@@H:10]1[CH:14](/[CH:15]=[CH:16]/[CH:17]([O:30][Si:31]([C:34]([CH3:37])([CH3:36])[CH3:35])([CH3:33])[CH3:32])[CH2:18][CH2:19][C:20]2[S:24][C:23]3[CH:25]=[CH:26][CH:27]=[CH:28][C:22]=3[C:21]=2[Cl:29])[C@H:13](O)[CH:12]=[C:11]1[O:39][Si](C(C)(C)C)(C)C. The catalyst is ClCCl. The product is [CH3:1][O:2][C:3](=[O:47])[CH2:4][S:5][CH2:6][CH2:7][CH2:8][S:9][C@H:10]1[C:11](=[O:39])[CH:12]=[CH:13][CH:14]1/[CH:15]=[CH:16]/[CH:17]([O:30][Si:31]([C:34]([CH3:36])([CH3:35])[CH3:37])([CH3:32])[CH3:33])[CH2:18][CH2:19][C:20]1[S:24][C:23]2[CH:25]=[CH:26][CH:27]=[CH:28][C:22]=2[C:21]=1[Cl:29]. The yield is 0.280. (2) The reactants are [Br:1][C:2]1[CH:15]=[C:14]2[C:5]([O:6][CH:7]3[CH:12]([C:13]42[C:19](=[O:20])[N:18]([CH3:21])[C:17](=O)[NH:16]4)[CH2:11][CH2:10][CH:9]([O:23][Si:24]([C:27]([CH3:30])([CH3:29])[CH3:28])([CH3:26])[CH3:25])[CH2:8]3)=[CH:4][CH:3]=1.COC1C=CC(P2(SP(C3C=CC(OC)=CC=3)(=S)S2)=[S:40])=CC=1. The catalyst is C1(C)C=CC=CC=1. The product is [Br:1][C:2]1[CH:15]=[C:14]2[C:5]([O:6][CH:7]3[CH:12]([C:13]42[C:19](=[O:20])[N:18]([CH3:21])[C:17](=[S:40])[NH:16]4)[CH2:11][CH2:10][CH:9]([O:23][Si:24]([C:27]([CH3:30])([CH3:29])[CH3:28])([CH3:26])[CH3:25])[CH2:8]3)=[CH:4][CH:3]=1. The yield is 0.970. (3) The reactants are [C:1](Cl)(=[O:3])[CH3:2].[CH3:5][C@H:6]1[CH2:15][CH2:14][C:13]2[C:8](=[CH:9][CH:10]=[C:11]([CH:20]3[CH2:25][CH2:24][NH:23][CH2:22][CH2:21]3)[C:12]=2[O:16][CH2:17][CH2:18][CH3:19])[N:7]1[C:26](=[O:28])[CH3:27].C(N(CC)CC)C. The product is [C:26]([N:7]1[C:8]2[C:13](=[C:12]([O:16][CH2:17][CH2:18][CH3:19])[C:11]([CH:20]3[CH2:25][CH2:24][N:23]([C:1](=[O:3])[CH3:2])[CH2:22][CH2:21]3)=[CH:10][CH:9]=2)[CH2:14][CH2:15][C@@H:6]1[CH3:5])(=[O:28])[CH3:27]. The catalyst is ClCCl. The yield is 0.710. (4) The product is [C:1]([N:4]1[C:13]2[C:8](=[CH:9][C:10]([C:14]3[CH:15]=[CH:16][C:17]([C:18](=[O:19])[NH:35][CH2:34][CH2:33][N:32]([CH3:36])[CH3:31])=[CH:21][CH:22]=3)=[CH:11][CH:12]=2)[C@H:7]([NH:23][C:24](=[O:25])[O:26][CH:27]([CH3:29])[CH3:28])[CH2:6][C@@H:5]1[CH3:30])(=[O:3])[CH3:2]. The reactants are [C:1]([N:4]1[C:13]2[C:8](=[CH:9][C:10]([C:14]3[CH:22]=[CH:21][C:17]([C:18](O)=[O:19])=[CH:16][CH:15]=3)=[CH:11][CH:12]=2)[C@H:7]([NH:23][C:24]([O:26][CH:27]([CH3:29])[CH3:28])=[O:25])[CH2:6][C@@H:5]1[CH3:30])(=[O:3])[CH3:2].[CH3:31][N:32]([CH3:36])[CH2:33][CH2:34][NH2:35].CN(C(ON1N=NC2C=CC=NC1=2)=[N+](C)C)C.F[P-](F)(F)(F)(F)F.CCN(C(C)C)C(C)C. The catalyst is CN(C=O)C.CCOC(C)=O.O. The yield is 0.410. (5) The reactants are [F:1][C:2]([F:18])([F:17])[S:3]([O:6][C:7]1[CH:15]=[CH:14][CH:13]=[C:12]2[C:8]=1[C:9]([CH3:16])=[N:10][NH:11]2)(=[O:5])=[O:4].C(N(CC)CC)C.[C:26]([O:30][C:31](O[C:31]([O:30][C:26]([CH3:29])([CH3:28])[CH3:27])=[O:32])=[O:32])([CH3:29])([CH3:28])[CH3:27]. The catalyst is C(#N)C.CN(C)C1C=CN=CC=1. The product is [CH3:16][C:9]1[C:8]2[C:12](=[CH:13][CH:14]=[CH:15][C:7]=2[O:6][S:3]([C:2]([F:1])([F:17])[F:18])(=[O:5])=[O:4])[N:11]([C:31]([O:30][C:26]([CH3:29])([CH3:28])[CH3:27])=[O:32])[N:10]=1. The yield is 0.920. (6) The reactants are [Cl:1][C:2]1[CH:6]=[CH:5][S:4][C:3]=1[C:7]([NH:9][NH:10][C:11](=[O:22])C1C=CC(C(F)(F)F)=CC=1)=O.ClC1C=CSC=1C(NN)=O.[F:33][C:34]([F:45])([F:44])[C:35]1[CH:43]=[CH:42][C:38](C(Cl)=O)=[CH:37][CH:36]=1.O. The yield is 0.930. The product is [Cl:1][C:2]1[CH:6]=[CH:5][S:4][C:3]=1[C:7]1[O:22][CH2:11][N:10]([C:38]2[CH:37]=[CH:36][C:35]([C:34]([F:33])([F:44])[F:45])=[CH:43][CH:42]=2)[N:9]=1. The catalyst is N1C=CC=CC=1. (7) The reactants are [CH3:1][O:2][C:3]([C:5]1([CH2:11][CH:12]=C)[CH2:10][CH2:9][O:8][CH2:7][CH2:6]1)=[O:4].CO.CC[O:18]C(C)=O. The catalyst is CC(O)C.O.C(Cl)Cl.O=[Os](=O)(=O)=O. The product is [CH3:1][O:2][C:3]([C:5]1([CH2:11][CH:12]=[O:18])[CH2:6][CH2:7][O:8][CH2:9][CH2:10]1)=[O:4]. The yield is 0.600.